Dataset: Forward reaction prediction with 1.9M reactions from USPTO patents (1976-2016). Task: Predict the product of the given reaction. (1) Given the reactants [CH2:1]([C:8]1[CH:9]=[N:10][C:11]2[C:16]([C:17]=1[C:18]1[CH:19]=[C:20]([NH2:24])[CH:21]=[CH:22][CH:23]=1)=[CH:15][CH:14]=[CH:13][C:12]=2[C:25]([F:28])([F:27])[F:26])[C:2]1[CH:7]=[CH:6][CH:5]=[CH:4][CH:3]=1.[N+:29]([C:32]1[CH:39]=[CH:38][CH:37]=[CH:36][C:33]=1[CH:34]=O)([O-:31])=[O:30], predict the reaction product. The product is: [CH2:1]([C:8]1[CH:9]=[N:10][C:11]2[C:16]([C:17]=1[C:18]1[CH:19]=[C:20]([NH:24][CH2:34][C:33]3[CH:36]=[CH:37][CH:38]=[CH:39][C:32]=3[N+:29]([O-:31])=[O:30])[CH:21]=[CH:22][CH:23]=1)=[CH:15][CH:14]=[CH:13][C:12]=2[C:25]([F:28])([F:26])[F:27])[C:2]1[CH:3]=[CH:4][CH:5]=[CH:6][CH:7]=1. (2) Given the reactants [CH2:1]([O:8][C:9]([C@@H:11]1[CH2:15][C@@H:14]([OH:16])[CH2:13][N:12]1[S:17]([C:20]1[CH:29]=[CH:28][C:27]2[C:22](=[CH:23][CH:24]=[CH:25][CH:26]=2)[CH:21]=1)(=[O:19])=[O:18])=[O:10])[C:2]1[CH:7]=[CH:6][CH:5]=[CH:4][CH:3]=1.B(F)(F)F.CCOCC.[CH3:39][C:40](=[CH2:42])[CH3:41].C(=O)(O)[O-].[Na+], predict the reaction product. The product is: [CH2:1]([O:8][C:9]([C@@H:11]1[CH2:15][C@@H:14]([O:16][C:40]([CH3:42])([CH3:41])[CH3:39])[CH2:13][N:12]1[S:17]([C:20]1[CH:29]=[CH:28][C:27]2[C:22](=[CH:23][CH:24]=[CH:25][CH:26]=2)[CH:21]=1)(=[O:19])=[O:18])=[O:10])[C:2]1[CH:7]=[CH:6][CH:5]=[CH:4][CH:3]=1. (3) Given the reactants [CH3:1][N:2]1[C:6]([N+:7]([O-:9])=[O:8])=[CH:5][C:4]([C:10]([NH:12][NH2:13])=[O:11])=[N:3]1.F[C:15](F)(F)C(O)=O.C(OC(OCC)OCC)C, predict the reaction product. The product is: [CH3:1][N:2]1[C:6]([N+:7]([O-:9])=[O:8])=[CH:5][C:4]([C:10]2[O:11][CH:15]=[N:13][N:12]=2)=[N:3]1. (4) The product is: [F:26][C:25]([F:27])([F:28])[C:24]([F:29])([C:5]1[CH:6]=[CH:7][C:2]([NH2:1])=[CH:3][CH:4]=1)[C:23]([F:31])([F:32])[C:22]([F:34])([F:33])[F:21]. Given the reactants [NH2:1][C:2]1[CH:7]=[CH:6][CH:5]=[CH:4][CH:3]=1.S(S([O-])=O)([O-])=O.[Na+].[Na+].C(=O)([O-])O.[Na+].[F:21][C:22]([F:34])([F:33])[C:23]([F:32])([F:31])[C:24](I)([F:29])[C:25]([F:28])([F:27])[F:26], predict the reaction product.